This data is from Reaction yield outcomes from USPTO patents with 853,638 reactions. The task is: Predict the reaction yield, written as a fraction of the theoretical maximum amount of product (1.0 means a 100% yield; for example, 0.34 means a 34% yield). The reactants are [CH3:1][O:2][C:3](=[O:18])[CH2:4][N:5]1[CH2:10][CH2:9][N:8]([C:11]([O:13][C:14]([CH3:17])([CH3:16])[CH3:15])=[O:12])[CH2:7][CH2:6]1.[N+:19]([C:22]1[CH:29]=[CH:28][CH:27]=[CH:26][C:23]=1[CH2:24]Br)([O-:21])=[O:20].COC(=O)C(C1CCN(C(OC(C)(C)C)=O)CC1)CC1C=CC=CC=1[N+]([O-])=O. No catalyst specified. The product is [CH3:1][O:2][C:3](=[O:18])[CH:4]([N:5]1[CH2:10][CH2:9][N:8]([C:11]([O:13][C:14]([CH3:15])([CH3:17])[CH3:16])=[O:12])[CH2:7][CH2:6]1)[CH2:24][C:23]1[CH:26]=[CH:27][CH:28]=[CH:29][C:22]=1[N+:19]([O-:21])=[O:20]. The yield is 0.510.